This data is from Catalyst prediction with 721,799 reactions and 888 catalyst types from USPTO. The task is: Predict which catalyst facilitates the given reaction. (1) Reactant: Cl.[F:2][C:3]([F:14])([F:13])[C:4]1[CH:12]=[CH:11][C:7]([C:8]([NH2:10])=[NH:9])=[CH:6][CH:5]=1.[CH2:15]([O:22][CH2:23][C:24](=O)[CH2:25][C:26](OCC)=[O:27])[C:16]1[CH:21]=[CH:20][CH:19]=[CH:18][CH:17]=1.C[O-].[Na+]. Product: [C:16]1([CH2:15][O:22][CH2:23][C:24]2[N:10]=[C:8]([C:7]3[CH:11]=[CH:12][C:4]([C:3]([F:13])([F:14])[F:2])=[CH:5][CH:6]=3)[NH:9][C:26](=[O:27])[CH:25]=2)[CH:21]=[CH:20][CH:19]=[CH:18][CH:17]=1. The catalyst class is: 5. (2) Reactant: Br[C:2]1[S:3][C:4]([S:17](=[O:26])(=[O:25])[NH:18][CH2:19][CH2:20][CH2:21][N:22]([CH3:24])[CH3:23])=[CH:5][C:6]=1[C:7]1[S:11][C:10]([NH:12][C:13](=[O:15])[CH3:14])=[N:9][C:8]=1[CH3:16].C([Li])CCC. Product: [CH3:24][N:22]([CH3:23])[CH2:21][CH2:20][CH2:19][NH:18][S:17]([C:4]1[S:3][CH:2]=[C:6]([C:7]2[S:11][C:10]([NH:12][C:13](=[O:15])[CH3:14])=[N:9][C:8]=2[CH3:16])[CH:5]=1)(=[O:26])=[O:25]. The catalyst class is: 1. (3) Reactant: [F:1][C:2]1[CH:3]=[C:4]([CH:16]=[CH:17][C:18]=1[F:19])[O:5][CH:6]1[CH2:11][CH2:10][N:9]([CH2:12][CH2:13][CH2:14][NH2:15])[CH2:8][CH2:7]1.[N:20]1[CH:25]=[CH:24][CH:23]=[CH:22][C:21]=1[C:26]1[S:30][C:29]([S:31](Cl)(=[O:33])=[O:32])=[CH:28][CH:27]=1. Product: [F:1][C:2]1[CH:3]=[C:4]([CH:16]=[CH:17][C:18]=1[F:19])[O:5][CH:6]1[CH2:7][CH2:8][N:9]([CH2:12][CH2:13][CH2:14][NH:15][S:31]([C:29]2[S:30][C:26]([C:21]3[CH:22]=[CH:23][CH:24]=[CH:25][N:20]=3)=[CH:27][CH:28]=2)(=[O:32])=[O:33])[CH2:10][CH2:11]1. The catalyst class is: 298. (4) Reactant: [Cl:1][C:2]1[CH:7]=[CH:6][CH:5]=[C:4]([C:8]([F:11])([F:10])[F:9])[C:3]=1[C:12]1[CH:17]=[CH:16][N:15]=[C:14]([C:18](=[N:20][OH:21])[NH2:19])[CH:13]=1.[C:22](N1C=CN=C1)(N1C=CN=C1)=[O:23].N12CCCN=C1CCCCC2.Cl. Product: [Cl:1][C:2]1[CH:7]=[CH:6][CH:5]=[C:4]([C:8]([F:9])([F:10])[F:11])[C:3]=1[C:12]1[CH:17]=[CH:16][N:15]=[C:14]([C:18]2[NH:20][O:21][C:22](=[O:23])[N:19]=2)[CH:13]=1. The catalyst class is: 132. (5) Reactant: [OH:1][CH:2]1[CH2:8][O:7][CH:6]([CH3:9])[CH2:5][N:4](C(OC(C)(C)C)=O)[CH2:3]1.Cl.CO. Product: [CH3:9][CH:6]1[CH2:5][NH:4][CH2:3][CH:2]([OH:1])[CH2:8][O:7]1. The catalyst class is: 5.